Task: Regression. Given a peptide amino acid sequence and an MHC pseudo amino acid sequence, predict their binding affinity value. This is MHC class I binding data.. Dataset: Peptide-MHC class I binding affinity with 185,985 pairs from IEDB/IMGT (1) The peptide sequence is YTGPDHQEW. The MHC is HLA-B40:01 with pseudo-sequence HLA-B40:01. The binding affinity (normalized) is 0.0847. (2) The peptide sequence is TPEGIIPTL. The MHC is HLA-A11:01 with pseudo-sequence HLA-A11:01. The binding affinity (normalized) is 0. (3) The peptide sequence is HYDAPVFPI. The MHC is HLA-A26:02 with pseudo-sequence HLA-A26:02. The binding affinity (normalized) is 0.0847. (4) The binding affinity (normalized) is 0.388. The peptide sequence is SFSFGGFTF. The MHC is HLA-A02:06 with pseudo-sequence HLA-A02:06. (5) The MHC is Mamu-B8701 with pseudo-sequence Mamu-B8701. The binding affinity (normalized) is 0.349. The peptide sequence is WVVEVLEEL. (6) The peptide sequence is YFVPNLKDM. The MHC is HLA-B07:02 with pseudo-sequence HLA-B07:02. The binding affinity (normalized) is 0.213.